From a dataset of Kir2.1 potassium channel HTS with 301,493 compounds. Binary Classification. Given a drug SMILES string, predict its activity (active/inactive) in a high-throughput screening assay against a specified biological target. (1) The drug is s1c(N(CC)C(=O)CSc2oc(nn2)Cn2nnc3c2cccc3)nc(c1)C. The result is 0 (inactive). (2) The drug is S(=O)(=O)(N1CCOCC1)c1ccc(cc1)C(=O)N(Cc1cccnc1)CCC#N. The result is 0 (inactive). (3) The compound is O=C(NCCCN(CCC)CCC)c1nn(c(=O)c2c1cccc2)c1cc(OC)ccc1. The result is 0 (inactive). (4) The compound is S=C(NCc1ccccc1)Nc1ccc(OC(F)(F)F)cc1. The result is 0 (inactive).